Regression. Given a peptide amino acid sequence and an MHC pseudo amino acid sequence, predict their binding affinity value. This is MHC class II binding data. From a dataset of Peptide-MHC class II binding affinity with 134,281 pairs from IEDB. (1) The peptide sequence is NRQIMDNSAKYVEHD. The MHC is HLA-DQA10401-DQB10402 with pseudo-sequence HLA-DQA10401-DQB10402. The binding affinity (normalized) is 0.327. (2) The peptide sequence is MSGRKAQGKTLGVNM. The MHC is DRB3_0301 with pseudo-sequence DRB3_0301. The binding affinity (normalized) is 0.240. (3) The peptide sequence is EDLVRAYHAMSSTHE. The MHC is DRB1_0301 with pseudo-sequence DRB1_0301. The binding affinity (normalized) is 0.394. (4) The peptide sequence is ENVKMEDVGYPIIID. The MHC is DRB5_0101 with pseudo-sequence DRB5_0101. The binding affinity (normalized) is 0.309. (5) The peptide sequence is GLRTLWSPRERLVLT. The MHC is DRB1_0404 with pseudo-sequence DRB1_0404. The binding affinity (normalized) is 0.646. (6) The peptide sequence is GKATLECQVQTAVDFKK. The MHC is HLA-DQA10103-DQB10603 with pseudo-sequence HLA-DQA10103-DQB10603. The binding affinity (normalized) is 0.313. (7) The peptide sequence is SGSEAYQGVQQKWDA. The MHC is DRB1_0802 with pseudo-sequence DRB1_0802. The binding affinity (normalized) is 0. (8) The peptide sequence is GFLQIVDKIDAAFKI. The MHC is DRB5_0101 with pseudo-sequence DRB5_0101. The binding affinity (normalized) is 0.651. (9) The peptide sequence is SPSLWEIEFAKQIASV. The MHC is DRB1_0101 with pseudo-sequence DRB1_0101. The binding affinity (normalized) is 0.607.